From a dataset of Full USPTO retrosynthesis dataset with 1.9M reactions from patents (1976-2016). Predict the reactants needed to synthesize the given product. (1) Given the product [O:5]1[C:9]2([CH2:14][CH2:13][NH:12][CH2:11][CH2:10]2)[O:8][CH2:7][CH2:6]1, predict the reactants needed to synthesize it. The reactants are: [OH-].[Na+].O.Cl.[O:5]1[C:9]2([CH2:14][CH2:13][NH:12][CH2:11][CH2:10]2)[O:8][CH2:7][CH2:6]1.[Cl-].[Na+]. (2) Given the product [CH:38]1([NH:44][C:45]([NH:26][S:23]([C:19]2[CH:20]=[CH:21][CH:22]=[C:17]([O:16][CH2:15][CH2:14][CH2:13][O:12][C:11]3[CH:27]=[CH:28][C:8]([O:1][C:2]4[CH:7]=[CH:6][CH:5]=[CH:4][CH:3]=4)=[CH:9][C:10]=3[CH2:29][CH2:30][CH3:31])[CH:18]=2)(=[O:24])=[O:25])=[O:46])[CH2:43][CH2:42][CH2:41][CH2:40][CH2:39]1, predict the reactants needed to synthesize it. The reactants are: [O:1]([C:8]1[CH:28]=[CH:27][C:11]([O:12][CH2:13][CH2:14][CH2:15][O:16][C:17]2[CH:18]=[C:19]([S:23]([NH2:26])(=[O:25])=[O:24])[CH:20]=[CH:21][CH:22]=2)=[C:10]([CH2:29][CH2:30][CH3:31])[CH:9]=1)[C:2]1[CH:7]=[CH:6][CH:5]=[CH:4][CH:3]=1.C(=O)([O-])[O-].[K+].[K+].[CH:38]1([N:44]=[C:45]=[O:46])[CH2:43][CH2:42][CH2:41][CH2:40][CH2:39]1. (3) Given the product [CH3:25][O:24][CH:3]([O:2][CH3:1])[C:4]1[C:8]([I:9])=[C:7]([N:10]2[CH2:15][CH2:14][CH2:13][C@@H:12]([NH:16][C:17](=[O:23])[O:18][C:19]([CH3:21])([CH3:22])[CH3:20])[CH2:11]2)[N:6]([CH2:28][O:29][CH3:30])[N:5]=1, predict the reactants needed to synthesize it. The reactants are: [CH3:1][O:2][CH:3]([O:24][CH3:25])[C:4]1[C:8]([I:9])=[C:7]([N:10]2[CH2:15][CH2:14][CH2:13][C@@H:12]([NH:16][C:17](=[O:23])[O:18][C:19]([CH3:22])([CH3:21])[CH3:20])[CH2:11]2)[NH:6][N:5]=1.[H-].[Na+].[CH3:28][O:29][CH2:30]Cl.S([O-])(O)(=O)=O.[K+]. (4) The reactants are: [CH2:1](O)[CH2:2][CH2:3][CH2:4][CH2:5][CH2:6][CH2:7][CH2:8][CH2:9][CH2:10][CH2:11][CH2:12][CH2:13][CH3:14].[ClH:16]. Given the product [CH2:1]([Cl:16])[CH2:2][CH2:3][CH2:4][CH2:5][CH2:6][CH2:7][CH2:8][CH2:9][CH2:10][CH2:11][CH2:12][CH2:13][CH3:14], predict the reactants needed to synthesize it. (5) Given the product [Cl:39][Si:38]([C:10]1[C:11]2[C:32]3[C:27]4[C:26](=[CH:25][CH:24]=[C:23]5[C:28]=4[C:29]4[C:20](=[CH:19][CH:18]=[C:17]6[C:30]=4[C:31]=3[C:14](=[CH:13][CH:12]=2)[CH:15]=[CH:16]6)[CH:21]=[CH:22]5)[CH:9]=1)([Cl:41])[Cl:40], predict the reactants needed to synthesize it. The reactants are: C1C(=O)N(Cl)C(=O)C1.[CH:9]1[C:26]2[C:27]3[C:32]4[C:11](=[CH:12][CH:13]=[C:14]5[C:31]=4[C:30]4[C:17](=[CH:18][CH:19]=[C:20]6[C:29]=4[C:28]=3[C:23](=[CH:24][CH:25]=2)[CH:22]=[CH:21]6)[CH:16]=[CH:15]5)[CH:10]=1.[Li]CCCC.[Si:38](Cl)([Cl:41])([Cl:40])[Cl:39].